This data is from NCI-60 drug combinations with 297,098 pairs across 59 cell lines. The task is: Regression. Given two drug SMILES strings and cell line genomic features, predict the synergy score measuring deviation from expected non-interaction effect. (1) Drug 2: C1=CN(C(=O)N=C1N)C2C(C(C(O2)CO)O)O.Cl. Cell line: A498. Drug 1: CN(C)N=NC1=C(NC=N1)C(=O)N. Synergy scores: CSS=16.8, Synergy_ZIP=-6.17, Synergy_Bliss=-4.92, Synergy_Loewe=-42.8, Synergy_HSA=-4.83. (2) Drug 1: CC(C)(C#N)C1=CC(=CC(=C1)CN2C=NC=N2)C(C)(C)C#N. Drug 2: CCN(CC)CCCC(C)NC1=C2C=C(C=CC2=NC3=C1C=CC(=C3)Cl)OC. Cell line: SNB-19. Synergy scores: CSS=17.4, Synergy_ZIP=-0.798, Synergy_Bliss=3.21, Synergy_Loewe=1.00, Synergy_HSA=2.45. (3) Drug 1: C1CCN(CC1)CCOC2=CC=C(C=C2)C(=O)C3=C(SC4=C3C=CC(=C4)O)C5=CC=C(C=C5)O. Drug 2: CCC(=C(C1=CC=CC=C1)C2=CC=C(C=C2)OCCN(C)C)C3=CC=CC=C3.C(C(=O)O)C(CC(=O)O)(C(=O)O)O. Cell line: SF-539. Synergy scores: CSS=-2.21, Synergy_ZIP=0.0948, Synergy_Bliss=-2.54, Synergy_Loewe=-3.37, Synergy_HSA=-3.75.